This data is from Forward reaction prediction with 1.9M reactions from USPTO patents (1976-2016). The task is: Predict the product of the given reaction. (1) Given the reactants [CH2:1]([C:3]([C:21]1[CH:32]=[CH:31][C:24]([O:25][CH2:26][C@@H:27]([OH:30])[CH2:28][OH:29])=[C:23]([CH3:33])[CH:22]=1)([C:6]1[CH:11]=[CH:10][C:9]([CH2:12][CH2:13][C@@H:14]([OH:19])[C:15]([CH3:18])([CH3:17])[CH3:16])=[C:8]([CH3:20])[CH:7]=1)[CH2:4][CH3:5])[CH3:2].C(C(C1C=CC(OC[C@@H](O)CO)=C(C)C=1)(C1C=CC(CCC(O)C(C)(C)C)=CC=1)CC)C, predict the reaction product. The product is: [CH2:1]([C:3]([C:21]1[CH:32]=[CH:31][C:24]([O:25][CH2:26][C@@H:27]([OH:30])[CH2:28][OH:29])=[C:23]([CH3:33])[CH:22]=1)([C:6]1[CH:11]=[CH:10][C:9]([CH2:12][CH2:13][C@H:14]([OH:19])[C:15]([CH3:17])([CH3:18])[CH3:16])=[C:8]([CH3:20])[CH:7]=1)[CH2:4][CH3:5])[CH3:2]. (2) Given the reactants [CH3:1][O:2][C:3](=[O:23])[C:4]1[CH:9]=[CH:8][C:7]([C:10]2[C:15]([C:16]([F:19])([F:18])[F:17])=[CH:14][CH:13]=[CH:12][N:11]=2)=[CH:6][C:5]=1[N+:20]([O-])=O, predict the reaction product. The product is: [CH3:1][O:2][C:3](=[O:23])[C:4]1[CH:9]=[CH:8][C:7]([C:10]2[C:15]([C:16]([F:18])([F:19])[F:17])=[CH:14][CH:13]=[CH:12][N:11]=2)=[CH:6][C:5]=1[NH2:20]. (3) Given the reactants [F:1][S:2]([F:19])([F:18])([F:17])([F:16])[C:3]1[CH:9]=[CH:8][C:6]([NH2:7])=[C:5]([C:10]#[C:11][Si](C)(C)C)[CH:4]=1.C(=O)([O-])[O-].[K+].[K+].CC([O-])(C)C.[K+].[Cl-].[NH4+], predict the reaction product. The product is: [F:1][S:2]([F:19])([F:18])([F:17])([F:16])[C:3]1[CH:4]=[C:5]2[C:6](=[CH:8][CH:9]=1)[NH:7][CH:11]=[CH:10]2. (4) Given the reactants [CH3:1][O:2][C:3]1[C:21]2=[CH:22][C:6]([CH2:7][CH2:8][CH2:9][CH2:10][C@@H:11]([OH:23])[CH2:12][CH2:13][C:14]3[CH:19]=[CH:18][C:17]([OH:20])=[C:16]2[CH:15]=3)=[C:5]([OH:24])[C:4]=1[O:25][CH3:26].ClCCl.[Cr](Cl)([O-])(=O)=O.[NH+]1C=CC=CC=1, predict the reaction product. The product is: [CH3:1][O:2][C:3]1[C:21]2[C:16]3[CH:15]=[C:14]([CH:19]=[CH:18][C:17]=3[OH:20])[CH2:13][CH2:12][C:11](=[O:23])[CH2:10][CH2:9][CH2:8][CH2:7][C:6](=[C:5]([OH:24])[C:4]=1[O:25][CH3:26])[CH:22]=2. (5) Given the reactants CC(C[AlH]CC(C)C)C.[F:10][C:11]1[CH:16]=[CH:15][C:14]([C:17]2[S:18][CH:19]=[C:20]([C:22](OC)=[O:23])[N:21]=2)=[CH:13][CH:12]=1, predict the reaction product. The product is: [F:10][C:11]1[CH:12]=[CH:13][C:14]([C:17]2[S:18][CH:19]=[C:20]([CH2:22][OH:23])[N:21]=2)=[CH:15][CH:16]=1. (6) Given the reactants C1(C2NN=C(NC3C(=O)N(C)C=C(C4C=CN=C(N5CCN6C7CCCCC=7C=C6C5=O)C=4CO)C=3)C=2)CC1.C([O-])(=O)C.C([O:47][CH2:48][C:49]1[C:50]([N:81]2[CH2:93][CH2:92][N:84]3[C:85]4[CH2:86][CH2:87][CH2:88][CH2:89][C:90]=4[CH:91]=[C:83]3[C:82]2=[O:94])=[N:51][CH:52]=[CH:53][C:54]=1[C:55]1[CH:60]=[C:59]([NH:61][C:62]2[CH:67]=[CH:66][C:65]([N:68]3[CH2:73][CH2:72][N:71]([CH2:74][C:75]([OH:78])([CH3:77])[CH3:76])[CH2:70][CH2:69]3)=[CH:64][N:63]=2)[C:58](=[O:79])[N:57]([CH3:80])[CH:56]=1)(=O)C.O[Li].O, predict the reaction product. The product is: [OH:78][C:75]([CH3:77])([CH3:76])[CH2:74][N:71]1[CH2:72][CH2:73][N:68]([C:65]2[CH:66]=[CH:67][C:62]([NH:61][C:59]3[C:58](=[O:79])[N:57]([CH3:80])[CH:56]=[C:55]([C:54]4[CH:53]=[CH:52][N:51]=[C:50]([N:81]5[CH2:93][CH2:92][N:84]6[C:85]7[CH2:86][CH2:87][CH2:88][CH2:89][C:90]=7[CH:91]=[C:83]6[C:82]5=[O:94])[C:49]=4[CH2:48][OH:47])[CH:60]=3)=[N:63][CH:64]=2)[CH2:69][CH2:70]1. (7) Given the reactants [F:1][C:2]1[CH:40]=[CH:39][CH:38]=[CH:37][C:3]=1[O:4][C:5]1[N:10]=[C:9]2[O:11][C:12]([C:14]3[CH:34]=[C:33]([CH3:35])[C:17]([O:18][CH2:19][C:20]([CH3:32])([CH3:31])[C:21]([O:23]CC4C=CC=CC=4)=[O:22])=[C:16]([CH3:36])[CH:15]=3)=[N:13][C:8]2=[CH:7][CH:6]=1, predict the reaction product. The product is: [F:1][C:2]1[CH:40]=[CH:39][CH:38]=[CH:37][C:3]=1[O:4][C:5]1[N:10]=[C:9]2[O:11][C:12]([C:14]3[CH:15]=[C:16]([CH3:36])[C:17]([O:18][CH2:19][C:20]([CH3:32])([CH3:31])[C:21]([OH:23])=[O:22])=[C:33]([CH3:35])[CH:34]=3)=[N:13][C:8]2=[CH:7][CH:6]=1.